Dataset: Forward reaction prediction with 1.9M reactions from USPTO patents (1976-2016). Task: Predict the product of the given reaction. (1) Given the reactants Br[CH2:2][C:3]([C:5]1[CH:6]=[CH:7][C:8]([OH:16])=[C:9]([NH:11][S:12]([CH3:15])(=[O:14])=[O:13])[CH:10]=1)=[O:4].C(N(C(C)C)CC)(C)C.[CH:26]1[CH:31]=[CH:30][C:29]([C@H:32]([NH2:35])[CH2:33][OH:34])=[CH:28][CH:27]=1, predict the reaction product. The product is: [OH:16][C:8]1[CH:7]=[CH:6][C:5]([C@@H:3]([OH:4])[CH2:2][NH:35][C@@H:32]([C:29]2[CH:30]=[CH:31][CH:26]=[CH:27][CH:28]=2)[CH2:33][OH:34])=[CH:10][C:9]=1[NH:11][S:12]([CH3:15])(=[O:14])=[O:13]. (2) The product is: [Cl:32][C:7]1[C:6]2[C:11](=[C:2]([Cl:1])[C:3]([O:21][CH2:22][CH2:23][N:24]3[CH2:29][CH2:28][O:27][CH2:26][CH2:25]3)=[CH:4][CH:5]=2)[N:10]=[C:9]([C:12]2[S:13][CH:14]=[C:15]([CH:17]([CH3:19])[CH3:18])[N:16]=2)[CH:8]=1. Given the reactants [Cl:1][C:2]1[C:3]([O:21][CH2:22][CH2:23][N:24]2[CH2:29][CH2:28][O:27][CH2:26][CH2:25]2)=[CH:4][CH:5]=[C:6]2[C:11]=1[N:10]=[C:9]([C:12]1[S:13][CH:14]=[C:15]([CH:17]([CH3:19])[CH3:18])[N:16]=1)[CH:8]=[C:7]2O.O=P(Cl)(Cl)[Cl:32], predict the reaction product. (3) Given the reactants [NH:1]1[C:9]2[C:4](=[CH:5][CH:6]=[CH:7][CH:8]=2)[CH:3]=[C:2]1[C:10]([OH:12])=O.C(N1C=CN=C1)(N1C=CN=C1)=O.[CH2:25]([N:33]1[CH2:38][CH2:37][NH:36][CH2:35][CH2:34]1)[CH2:26][CH2:27][CH2:28][CH2:29][CH2:30][CH2:31][CH3:32], predict the reaction product. The product is: [NH:1]1[C:9]2[C:4](=[CH:5][CH:6]=[CH:7][CH:8]=2)[CH:3]=[C:2]1[C:10]([N:36]1[CH2:37][CH2:38][N:33]([CH2:25][CH2:26][CH2:27][CH2:28][CH2:29][CH2:30][CH2:31][CH3:32])[CH2:34][CH2:35]1)=[O:12]. (4) Given the reactants [H-].[Na+].[Br:3][C:4]1[N:5]=[C:6]([CH:10]2[CH2:13][CH2:12][CH2:11]2)[NH:7][C:8]=1[Br:9].[CH3:14][Si:15]([CH2:18][CH2:19][O:20][CH2:21]Cl)([CH3:17])[CH3:16], predict the reaction product. The product is: [Br:9][C:8]1[N:7]=[C:6]([CH:10]2[CH2:13][CH2:12][CH2:11]2)[N:5]([CH2:21][O:20][CH2:19][CH2:18][Si:15]([CH3:17])([CH3:16])[CH3:14])[C:4]=1[Br:3]. (5) Given the reactants Br[C:2]1[CH:3]=[CH:4][C:5]2[S:9][C:8]([CH2:10][O:11][C:12]3[C:13]([F:22])=[C:14]([C:18]([F:21])=[CH:19][CH:20]=3)[C:15]([NH2:17])=[O:16])=[N:7][C:6]=2[CH:23]=1.O.C([O-])([O-])=O.[K+].[K+], predict the reaction product. The product is: [NH2:7][C:6]1[CH:23]=[CH:2][CH:3]=[CH:4][C:5]=1[C:2]1[CH:3]=[CH:4][C:5]2[S:9][C:8]([CH2:10][O:11][C:12]3[C:13]([F:22])=[C:14]([C:18]([F:21])=[CH:19][CH:20]=3)[C:15]([NH2:17])=[O:16])=[N:7][C:6]=2[CH:23]=1. (6) Given the reactants [Cl:1][C:2]1[N:3]=[N:4][C:5]([CH:9]=C)=[CH:6][C:7]=1[CH3:8].C[N+]1([O-])CC[O:15]CC1, predict the reaction product. The product is: [Cl:1][C:2]1[N:3]=[N:4][C:5]([CH:9]=[O:15])=[CH:6][C:7]=1[CH3:8]. (7) Given the reactants [CH2:1]1[CH2:5]O[CH2:3][CH2:2]1.[CH2:6]([C:12]1[CH:16]=[CH:15][S:14][C:13]=1[C:17]1[S:18][CH:19]=[C:20]([CH2:22][CH2:23][CH2:24][CH2:25][CH2:26][CH3:27])[CH:21]=1)[CH2:7][CH2:8][CH2:9][CH2:10][CH3:11].[Li][CH2:29][CH2:30][CH2:31][CH3:32].[Sn:33](Cl)([CH2:42][CH2:43][CH2:44][CH3:45])([CH2:38][CH2:39][CH2:40][CH3:41])[CH2:34][CH2:35][CH2:36][CH3:37], predict the reaction product. The product is: [CH2:3]([Sn:33]([CH2:34][CH2:35][CH2:36][CH3:37])([CH2:29][CH2:30][CH2:31][CH3:32])[C:15]1[S:14][C:13]([C:17]2[S:18][C:19]([Sn:33]([CH2:42][CH2:43][CH2:44][CH3:45])([CH2:38][CH2:39][CH2:40][CH3:41])[CH2:34][CH2:35][CH2:36][CH3:37])=[C:20]([CH2:22][CH2:23][CH2:24][CH2:25][CH2:26][CH3:27])[CH:21]=2)=[C:12]([CH2:6][CH2:7][CH2:8][CH2:9][CH2:10][CH3:11])[CH:16]=1)[CH2:2][CH2:1][CH3:5].